This data is from Catalyst prediction with 721,799 reactions and 888 catalyst types from USPTO. The task is: Predict which catalyst facilitates the given reaction. (1) Reactant: [N+:1]([C:4]1[CH:9]=[CH:8][C:7]([N:10]2[CH:14]=[CH:13][N:12]=[CH:11]2)=[CH:6][CH:5]=1)([O-])=O. Product: [NH2:1][C:4]1[CH:5]=[CH:6][C:7]([N:10]2[CH:14]=[CH:13][N:12]=[CH:11]2)=[CH:8][CH:9]=1. The catalyst class is: 19. (2) The catalyst class is: 136. Product: [C:24]([O:28][C:29]([NH:30][CH2:31][CH2:32][CH2:33][CH2:34][CH2:35][CH2:36][CH2:37][N:21]1[CH2:20][CH:19]=[C:18]([C:12]2[C:11]3[C:15](=[CH:16][CH:17]=[C:9]([O:8][CH2:1][C:2]4[CH:7]=[CH:6][CH:5]=[CH:4][CH:3]=4)[CH:10]=3)[NH:14][CH:13]=2)[CH2:23][CH2:22]1)=[O:39])([CH3:27])([CH3:26])[CH3:25]. Reactant: [CH2:1]([O:8][C:9]1[CH:10]=[C:11]2[C:15](=[CH:16][CH:17]=1)[NH:14][CH:13]=[C:12]2[C:18]1[CH2:19][CH2:20][NH:21][CH2:22][CH:23]=1)[C:2]1[CH:7]=[CH:6][CH:5]=[CH:4][CH:3]=1.[C:24]([O:28][C:29](=[O:39])[NH:30][CH2:31][CH2:32][CH2:33][CH2:34][CH2:35][CH2:36][CH2:37]Br)([CH3:27])([CH3:26])[CH3:25].[I-].[Na+].CCN(CC)CC. (3) The catalyst class is: 15. Product: [NH2:19][C:3]1[C:4](=[O:18])[NH:5][C:6](=[S:17])[N:7]([CH2:8][C:9]2[CH:10]=[CH:11][C:12]([O:15][CH3:16])=[CH:13][CH:14]=2)[C:2]=1[NH2:1]. Reactant: [NH2:1][C:2]1[N:7]([CH2:8][C:9]2[CH:14]=[CH:13][C:12]([O:15][CH3:16])=[CH:11][CH:10]=2)[C:6](=[S:17])[NH:5][C:4](=[O:18])[C:3]=1[N:19]=O. (4) Reactant: [Cl:1][C:2]1[CH:3]=[C:4]([C@@H:8]2[C@@H:13]([C:14]3[CH:19]=[CH:18][C:17]([Cl:20])=[CH:16][CH:15]=3)[NH:12][C:11](=[O:21])[CH2:10][CH2:9]2)[CH:5]=[CH:6][CH:7]=1.C([Li])CCC.Cl[CH2:28][C:29]1[NH:33][N:32]=[N:31][N:30]=1. Product: [NH:30]1[C:29]([CH2:28][C@@H:10]2[CH2:9][C@H:8]([C:4]3[CH:5]=[CH:6][CH:7]=[C:2]([Cl:1])[CH:3]=3)[C@@H:13]([C:14]3[CH:15]=[CH:16][C:17]([Cl:20])=[CH:18][CH:19]=3)[NH:12][C:11]2=[O:21])=[N:33][N:32]=[N:31]1. The catalyst class is: 1.